This data is from Reaction yield outcomes from USPTO patents with 853,638 reactions. The task is: Predict the reaction yield, written as a fraction of the theoretical maximum amount of product (1.0 means a 100% yield; for example, 0.34 means a 34% yield). (1) The reactants are [CH3:1][O:2][C:3]1[CH:8]=[CH:7][C:6]([CH3:9])=[CH:5][C:4]=1[NH:10][C:11](=[O:28])[NH:12][C:13]1[CH:18]=[CH:17][C:16]([N:19]2[CH2:24][CH2:23][CH:22]([C:25](O)=[O:26])[CH2:21][CH2:20]2)=[CH:15][CH:14]=1.[NH2:29][C:30]1[C:35]([CH3:36])=[CH:34][CH:33]=[CH:32][N:31]=1.CN(C(ON1N=NC2C=CC=NC1=2)=[N+](C)C)C.F[P-](F)(F)(F)(F)F.C(N(CC)CC)C. The catalyst is CC(N(C)C)=O.C(OCC)(=O)C. The product is [CH3:36][C:35]1[C:30]([NH:29][C:25]([CH:22]2[CH2:23][CH2:24][N:19]([C:16]3[CH:17]=[CH:18][C:13]([NH:12][C:11]([NH:10][C:4]4[CH:5]=[C:6]([CH3:9])[CH:7]=[CH:8][C:3]=4[O:2][CH3:1])=[O:28])=[CH:14][CH:15]=3)[CH2:20][CH2:21]2)=[O:26])=[N:31][CH:32]=[CH:33][CH:34]=1. The yield is 0.220. (2) The reactants are [OH:1][C:2]1[CH:11]=[CH:10][C:5]([C:6]([O:8][CH3:9])=[O:7])=[CH:4][C:3]=1[CH3:12].C(=O)([O-])[O-].[K+].[K+].I[CH:20]([CH3:22])[CH3:21]. The catalyst is CN(C=O)C.CCOCC. The product is [CH:20]([O:1][C:2]1[CH:11]=[CH:10][C:5]([C:6]([O:8][CH3:9])=[O:7])=[CH:4][C:3]=1[CH3:12])([CH3:22])[CH3:21]. The yield is 0.890. (3) The reactants are [CH3:1][C:2]1([CH3:20])[C:6](=O)[N:5]([C:8]([O:10][C:11]([CH3:14])([CH3:13])[CH3:12])=[O:9])[C@H:4]([C:15]([O:17][CH2:18][CH3:19])=[O:16])[CH2:3]1.[Li].I[CH3:23]. The catalyst is C1COCC1. The product is [CH3:23][C:4]1([C:15]([O:17][CH2:18][CH3:19])=[O:16])[CH2:3][C:2]([CH3:20])([CH3:1])[CH2:6][N:5]1[C:8]([O:10][C:11]([CH3:14])([CH3:13])[CH3:12])=[O:9]. The yield is 0.720. (4) The reactants are [C:1]([O:5][C:6]([N:8]1[CH2:13][CH2:12][N:11]([C:14]2[C:15](Cl)=[N:16][CH:17]=[CH:18][CH:19]=2)[CH2:10][CH2:9]1)=[O:7])([CH3:4])([CH3:3])[CH3:2].[F:21][C:22]1[CH:27]=[CH:26][C:25](B(O)O)=[CH:24][CH:23]=1.P([O-])([O-])([O-])=O.[K+].[K+].[K+]. The catalyst is C1(C)C=CC=CC=1.C1C=CC(/C=C/C(/C=C/C2C=CC=CC=2)=O)=CC=1.C1C=CC(/C=C/C(/C=C/C2C=CC=CC=2)=O)=CC=1.[Pd].C1([C-]2C(C3C=CC=CC=3)=C(C3C=CC=CC=3)C(C3C=CC=CC=3)=C2C2C=CC=CC=2)C=CC=CC=1.C(P(C(C)(C)C)[C-]1C=CC=C1)(C)(C)C.[Fe+2]. The product is [C:1]([O:5][C:6]([N:8]1[CH2:13][CH2:12][N:11]([C:14]2[C:15]([C:25]3[CH:26]=[CH:27][C:22]([F:21])=[CH:23][CH:24]=3)=[N:16][CH:17]=[CH:18][CH:19]=2)[CH2:10][CH2:9]1)=[O:7])([CH3:4])([CH3:3])[CH3:2]. The yield is 0.280. (5) The reactants are [SH:1][C:2]1[CH:9]=[C:8]([C:10]2[CH:15]=[CH:14][C:13]([C:16]([F:19])([F:18])[F:17])=[CH:12][CH:11]=2)[CH:7]=[CH:6][C:3]=1[C:4]#[N:5].[CH3:20][C:21](C)([O-])[CH3:22].[K+].O. The catalyst is CN(C)C=O. The product is [CH2:22]([S:1][C:2]1[CH:9]=[C:8]([C:10]2[CH:15]=[CH:14][C:13]([C:16]([F:17])([F:18])[F:19])=[CH:12][CH:11]=2)[CH:7]=[CH:6][C:3]=1[C:4]#[N:5])[CH:21]=[CH2:20]. The yield is 0.430.